Dataset: Peptide-MHC class I binding affinity with 185,985 pairs from IEDB/IMGT. Task: Regression. Given a peptide amino acid sequence and an MHC pseudo amino acid sequence, predict their binding affinity value. This is MHC class I binding data. The peptide sequence is SRIGAWASK. The MHC is HLA-B73:01 with pseudo-sequence HLA-B73:01. The binding affinity (normalized) is 0.0847.